This data is from Forward reaction prediction with 1.9M reactions from USPTO patents (1976-2016). The task is: Predict the product of the given reaction. (1) The product is: [CH3:2][N:53]([CH3:52])[C:9]1([C:15]2[N:20]=[C:19]([C:21]([NH:23][CH2:24][C:25]3[CH:30]=[CH:29][C:28]([F:31])=[CH:27][C:26]=3[S:32]([CH3:35])(=[O:34])=[O:33])=[O:22])[C:18]([OH:36])=[C:17]([OH:37])[N:16]=2)[CH2:14][CH2:13][O:12][CH2:11][CH2:10]1. Given the reactants F[C:2](F)(F)C(O)=O.N[C:9]1([C:15]2[N:20]=[C:19]([C:21]([NH:23][CH2:24][C:25]3[CH:30]=[CH:29][C:28]([F:31])=[CH:27][C:26]=3[S:32]([CH3:35])(=[O:34])=[O:33])=[O:22])[C:18]([OH:36])=[C:17]([OH:37])[N:16]=2)[CH2:14][CH2:13][O:12][CH2:11][CH2:10]1.C(N(CC)CC)C.C([O-])(=O)C.[Na+].C=O.[C:52]([BH3-])#[N:53].[Na+].FC(F)(F)C(O)=O, predict the reaction product. (2) The product is: [CH3:1][S:2][C:3]1[CH:8]=[CH:7][C:6]([C:9]([C:11]2[N:12]=[C:13]3[CH:19]=[CH:18][N:17]([S:20]([C:23]4[CH:29]=[CH:28][C:26]([CH3:27])=[CH:25][CH:24]=4)(=[O:22])=[O:21])[C:14]3=[N:15][CH:16]=2)=[O:34])=[CH:5][CH:4]=1. Given the reactants [CH3:1][S:2][C:3]1[CH:8]=[CH:7][C:6]([C:9]([C:11]2[N:12]=[C:13]3[CH:19]=[CH:18][N:17]([S:20]([C:23]4[CH:29]=[CH:28][C:26]([CH3:27])=[CH:25][CH:24]=4)(=[O:22])=[O:21])[C:14]3=[N:15][CH:16]=2)=N)=[CH:5][CH:4]=1.Cl.C1C[O:34]CC1, predict the reaction product. (3) Given the reactants [CH3:1][C:2]1[CH:7]=[C:6]([CH3:8])[NH:5][C:4](=[O:9])[C:3]=1[CH2:10][NH:11][C:12]([C:14]1[CH:15]=[C:16]([C:30]2[CH:35]=[CH:34][C:33]([CH2:36][N:37]3[CH2:42][CH2:41][O:40][CH2:39][CH2:38]3)=[CH:32][CH:31]=2)[CH:17]=[C:18]([N:21]([CH2:28][CH3:29])[CH:22]2[CH2:27][CH2:26][S:25][CH2:24][CH2:23]2)[C:19]=1[CH3:20])=[O:13].C1C=C(Cl)C=C(C(OO)=[O:51])C=1, predict the reaction product. The product is: [CH3:1][C:2]1[CH:7]=[C:6]([CH3:8])[NH:5][C:4](=[O:9])[C:3]=1[CH2:10][NH:11][C:12]([C:14]1[CH:15]=[C:16]([C:30]2[CH:35]=[CH:34][C:33]([CH2:36][N:37]3[CH2:38][CH2:39][O:40][CH2:41][CH2:42]3)=[CH:32][CH:31]=2)[CH:17]=[C:18]([N:21]([CH2:28][CH3:29])[CH:22]2[CH2:27][CH2:26][S:25](=[O:51])[CH2:24][CH2:23]2)[C:19]=1[CH3:20])=[O:13]. (4) Given the reactants [F:1][C:2]1[CH:7]=[CH:6][C:5]([C:8]2[O:9][C:10]3[CH:20]=[C:19]([N:21]([CH3:26])[S:22]([CH3:25])(=[O:24])=[O:23])[C:18](B4OC(C)(C)C(C)(C)O4)=[CH:17][C:11]=3[C:12]=2[C:13]([NH:15][CH3:16])=[O:14])=[CH:4][CH:3]=1.Cl[C:37]1[CH:38]=[CH:39][C:40]2[O:45][CH2:44][N:43]3[C:46]4[N:52]=[CH:51][CH:50]=[CH:49][C:47]=4[CH:48]=[C:42]3[C:41]=2[N:53]=1.CC(C1C=C(C(C)C)C(C2C=CC=CC=2P(C2CCCCC2)C2CCCCC2)=C(C(C)C)C=1)C, predict the reaction product. The product is: [F:1][C:2]1[CH:7]=[CH:6][C:5]([C:8]2[O:9][C:10]3[CH:20]=[C:19]([N:21]([CH3:26])[S:22]([CH3:25])(=[O:24])=[O:23])[C:18]([C:37]4[CH:38]=[CH:39][C:40]5[O:45][CH2:44][N:43]6[C:46]7[N:52]=[CH:51][CH:50]=[CH:49][C:47]=7[CH:48]=[C:42]6[C:41]=5[N:53]=4)=[CH:17][C:11]=3[C:12]=2[C:13]([NH:15][CH3:16])=[O:14])=[CH:4][CH:3]=1.